Dataset: Forward reaction prediction with 1.9M reactions from USPTO patents (1976-2016). Task: Predict the product of the given reaction. (1) Given the reactants [CH3:1][C:2]1[C:7]([NH:8][C:9](=[O:35])[CH:10]([C:15]2[CH:20]=[CH:19][C:18]([CH2:21][N:22]3[C:27](=[O:28])[CH2:26][O:25][C:24]([C:29]4[CH:34]=[CH:33][CH:32]=[CH:31][CH:30]=4)=[N:23]3)=[CH:17][CH:16]=2)[CH:11]([CH3:14])[CH2:12][CH3:13])=[CH:6][CH:5]=[CH:4][C:3]=1[CH2:36][CH2:37][C:38]([O:40]CC)=[O:39].[OH-].[Na+], predict the reaction product. The product is: [CH3:1][C:2]1[C:7]([NH:8][C:9](=[O:35])[CH:10]([C:15]2[CH:20]=[CH:19][C:18]([CH2:21][N:22]3[C:27](=[O:28])[CH2:26][O:25][C:24]([C:29]4[CH:30]=[CH:31][CH:32]=[CH:33][CH:34]=4)=[N:23]3)=[CH:17][CH:16]=2)[CH:11]([CH3:14])[CH2:12][CH3:13])=[CH:6][CH:5]=[CH:4][C:3]=1[CH2:36][CH2:37][C:38]([OH:40])=[O:39]. (2) Given the reactants [H-].[Al+3].[Li+].[H-].[H-].[H-].[Cl:7][C:8]1[CH:9]=[CH:10][C:11]([S:16][CH2:17][CH3:18])=[C:12]([CH:15]=1)[C:13]#[N:14].O.O.O.O.O.O.O.O.O.O.[O-]S([O-])(=O)=O.[Na+].[Na+], predict the reaction product. The product is: [ClH:7].[Cl:7][C:8]1[CH:9]=[CH:10][C:11]([S:16][CH2:17][CH3:18])=[C:12]([CH2:13][NH2:14])[CH:15]=1. (3) Given the reactants Br[C:2]1[C:6]2[CH2:7][N:8]([C:11](=[O:13])[CH3:12])[CH2:9][CH2:10][C:5]=2[N:4]([CH3:14])[N:3]=1.[CH3:15][N:16]1[CH:20]=[C:19]([NH2:21])[CH:18]=[N:17]1.CC1(C)C2C(=C(P(C3C=CC=CC=3)C3C=CC=CC=3)C=CC=2)OC2C(P(C3C=CC=CC=3)C3C=CC=CC=3)=CC=CC1=2.C([O-])([O-])=O.[Cs+].[Cs+], predict the reaction product. The product is: [CH3:14][N:4]1[C:5]2[CH2:10][CH2:9][N:8]([C:11](=[O:13])[CH3:12])[CH2:7][C:6]=2[C:2]([NH:21][C:19]2[CH:18]=[N:17][N:16]([CH3:15])[CH:20]=2)=[N:3]1. (4) Given the reactants FC(F)(F)S([O:6][Si:7]([C:10]([CH3:13])([CH3:12])[CH3:11])([CH3:9])[CH3:8])(=O)=O.N1C(C)=CC=CC=1C.[Br:24][C:25]1[CH:26]=[C:27]([CH2:31]O)[CH:28]=[N:29][CH:30]=1.C(=O)([O-])O.[Na+], predict the reaction product. The product is: [Br:24][C:25]1[CH:30]=[N:29][CH:28]=[C:27]([CH2:31][O:6][Si:7]([C:10]([CH3:13])([CH3:12])[CH3:11])([CH3:9])[CH3:8])[CH:26]=1. (5) Given the reactants [C:1]1([CH3:11])[CH:6]=[CH:5][C:4]([S:7](Cl)(=[O:9])=[O:8])=[CH:3][CH:2]=1.[C:12]([S:31][CH2:32][CH2:33][CH2:34][CH2:35][CH2:36][CH2:37][CH2:38][CH2:39][CH2:40][CH2:41][CH2:42][O:43][CH2:44][CH2:45][O:46][CH2:47][CH2:48][O:49][CH2:50][CH2:51][O:52][CH2:53][CH2:54][O:55][CH2:56][CH2:57][O:58][CH2:59][CH2:60][OH:61])([C:25]1[CH:30]=[CH:29][CH:28]=[CH:27][CH:26]=1)([C:19]1[CH:24]=[CH:23][CH:22]=[CH:21][CH:20]=1)[C:13]1[CH:18]=[CH:17][CH:16]=[CH:15][CH:14]=1.N1C=CC=CC=1, predict the reaction product. The product is: [C:12]([S:31][CH2:32][CH2:33][CH2:34][CH2:35][CH2:36][CH2:37][CH2:38][CH2:39][CH2:40][CH2:41][CH2:42][O:43][CH2:44][CH2:45][O:46][CH2:47][CH2:48][O:49][CH2:50][CH2:51][O:52][CH2:53][CH2:54][O:55][CH2:56][CH2:57][O:58][CH2:59][CH2:60][O:61][S:7]([C:4]1[CH:5]=[CH:6][C:1]([CH3:11])=[CH:2][CH:3]=1)(=[O:9])=[O:8])([C:25]1[CH:30]=[CH:29][CH:28]=[CH:27][CH:26]=1)([C:13]1[CH:18]=[CH:17][CH:16]=[CH:15][CH:14]=1)[C:19]1[CH:24]=[CH:23][CH:22]=[CH:21][CH:20]=1.